This data is from Drug-target binding data from BindingDB using Ki measurements. The task is: Regression. Given a target protein amino acid sequence and a drug SMILES string, predict the binding affinity score between them. We predict pKi (pKi = -log10(Ki in M); higher means stronger inhibition). Dataset: bindingdb_ki. (1) The small molecule is CCOC(=O)N1CCC(NS(=O)(=O)c2ccc(O)c3ccccc23)CC1. The target protein (P51685) has sequence MDYTLDLSVTTVTDYYYPDIFSSPCDAELIQTNGKLLLAVFYCLLFVFSLLGNSLVILVLVVCKKLRSITDVYLLNLALSDLLFVFSFPFQTYYLLDQWVFGTVMCKVVSGFYYIGFYSSMFFITLMSVDRYLAVVHAVYALKVRTIRMGTTLCLAVWLTAIMATIPLLVFYQVASEDGVLQCYSFYNQQTLKWKIFTNFKMNILGLLIPFTIFMFCYIKILHQLKRCQNHNKTKAIRLVLIVVIASLLFWVPFNVVLFLTSLHSMHILDGCSISQQLTYATHVTEIISFTHCCVNPVIYAFVGEKFKKHLSEIFQKSCSQIFNYLGRQMPRESCEKSSSCQQHSSRSSSVDYIL. The pKi is 5.3. (2) The drug is Nc1ncnc2c1nc(SCCc1ccc([N+](=O)[O-])cc1)n2C1OC(CO[P+]([O-])(O)O)C(O)C1O. The target protein (P0ADG7) has sequence MLRIAKEALTFDDVLLVPAHSTVLPNTADLSTQLTKTIRLNIPMLSAAMDTVTEARLAIALAQEGGIGFIHKNMSIERQAEEVRRVKKHESGVVTDPQTVLPTTTLREVKELTERNGFAGYPVVTEENELVGIITGRDVRFVTDLNQPVSVYMTPKERLVTVREGEAREVVLAKMHEKRVEKALVVDDEFHLIGMITVKDFQKAERKPNACKDEQGRLRVGAAVGAGAGNEERVDALVAAGVDVLLIDSSHGHSEGVLQRIRETRAKYPDLQIIGGNVATAAGARALAEAGCSAVKVGIGPGSICTTRIVTGVGVPQITAVADAVEALEGTGIPVIADGGIRFSGDIAKAIAAGASAVMVGSMLAGTEESPGEIELYQGRSYKSYRGMGSLGAMSKGSSDRYFQSDNAADKLVPEGIEGRVAYKGRLKEIIHQQMGGLRSCMGLTGCGTIDELRTKAEFVRISGAGIQESHVHDVTITKESPNYRLGS. The pKi is 4.2. (3) The small molecule is C/C(=C/C=C/C(C)=C/C(=O)O)c1cc(-c2ccco2)cc(C(C)C)c1OCC(F)F. The target protein (P13631) has sequence MATNKERLFAAGALGPGSGYPGAGFPFAFPGALRGSPPFEMLSPSFRGLGQPDLPKEMASLSVETQSTSSEEMVPSSPSPPPPPRVYKPCFVCNDKSSGYHYGVSSCEGCKGFFRRSIQKNMVYTCHRDKNCIINKVTRNRCQYCRLQKCFEVGMSKEAVRNDRNKKKKEVKEEGSPDSYELSPQLEELITKVSKAHQETFPSLCQLGKYTTNSSADHRVQLDLGLWDKFSELATKCIIKIVEFAKRLPGFTGLSIADQITLLKAACLDILMLRICTRYTPEQDTMTFSDGLTLNRTQMHNAGFGPLTDLVFAFAGQLLPLEMDDTETGLLSAICLICGDRMDLEEPEKVDKLQEPLLEALRLYARRRRPSQPYMFPRMLMKITDLRGISTKGAERAITLKMEIPGPMPPLIREMLENPEMFEDDSSQPGPHPNASSEDEVPGGQGKGGLKSPA. The pKi is 5.0. (4) The small molecule is NN=C(N)N. The target protein sequence is FDLSLWACIAGTVLLVGLLVYLLNWLNPPRLQMGSMTSTTLYNSMWFVYGSFVQQGGEVPYTTLATRMMMGAWWLFALIVISSYTANLAAFLTISRIESSIQSLQDLSRQTDIPYGTVFDSAVYEHVRVKGMNPFERDSMYSQMWRMINRSNGSENNVQESLEGIQKV. The pKi is 5.0. (5) The compound is Cc1ccc2cccc(Oc3ccncc3S(N)(=O)=O)c2n1. The target protein (Q9ULX7) has sequence MLFSALLLEVIWILAADGGQHWTYEGPHGQDHWPASYPECGNNAQSPIDIQTDSVTFDPDLPALQPHGYDQPGTEPLDLHNNGHTVQLSLPSTLYLGGLPRKYVAAQLHLHWGQKGSPGGSEHQINSEATFAELHIVHYDSDSYDSLSEAAERPQGLAVLGILIEVGETKNIAYEHILSHLHEVRHKDQKTSVPPFNLRELLPKQLGQYFRYNGSLTTPPCYQSVLWTVFYRRSQISMEQLEKLQGTLFSTEEEPSKLLVQNYRALQPLNQRMVFASFIQAGSSYTTGEMLSLGVGILVGCLCLLLAVYFIARKIRKKRLENRKSVVFTSAQATTEA. The pKi is 7.2. (6) The compound is CC(C)NCC(O)c1ccc(O)c(O)c1. The target protein (P34971) has sequence MGAGALALGASEPCNLSSAAPLPDGAATAARLLVLASPPASLLPPASEGSAPLSQQWTAGMGLLLALIVLLIVVGNVLVIVAIAKTPRLQTLTNLFIMSLASADLVMGLLVVPFGATIVVWGRWEYGSFFCELWTSVDVLCVTASIETLCVIALDRYLAITSPFRYQSLLTRARARALVCTVWAISALVSFLPILMHWWRAESDEARRCYNDPKCCDFVTNRAYAIASSVVSFYVPLCIMAFVYLRVFREAQKQVKKIDSCERRFLGGPARPPSPEPSPSPGPPRPADSLANGRSSKRRPSRLVALREQKALKTLGIIMGVFTLCWLPFFLANVVKAFHRDLVPDRLFVFFNWLGYANSAFNPIIYCRSPDFRKAFQRLLCCARRAACRRRAAHGDRPRASGCLARAGPPPSPGAPSDDDDDDAGTTPPARLLEPWTGCNGGTTTVDSDSSLDEPGRQGFSSESKV. The pKi is 6.7. (7) The small molecule is COc1ccc(S(=O)(=O)N(C[C@@H]2CCC(=O)N2)C[C@@H](O)[C@H](Cc2ccccc2)NC(=O)O[C@H]2CO[C@H]3OCC[C@@H]23)cc1. The target protein sequence is PQITLWKRPLVTIKIGGQLKEALLDTGADDTVIEEMSLPGRWKPKMIGGIGGFIKVRQYDQIIIEIAGHKAIGTVLVGPTPVNIIGRNLLTQIGATLNF. The pKi is 9.0.